Dataset: Forward reaction prediction with 1.9M reactions from USPTO patents (1976-2016). Task: Predict the product of the given reaction. Given the reactants [CH2:1]=[CH:2][C:3]1[CH:8]=[CH:7][CH:6]=[CH:5][CH:4]=1.C(#[N:12])C=C.N(C(C)(C)C#N)=NC(C)(C)C#N, predict the reaction product. The product is: [NH2:12][C:3]1[CH:8]=[CH:7][CH:6]=[CH:5][CH:4]=1.[CH2:1]=[CH:2][C:3]1[CH:8]=[CH:7][CH:6]=[CH:5][CH:4]=1.